From a dataset of Peptide-MHC class II binding affinity with 134,281 pairs from IEDB. Regression. Given a peptide amino acid sequence and an MHC pseudo amino acid sequence, predict their binding affinity value. This is MHC class II binding data. (1) The peptide sequence is SGKAFGAMAKKGQED. The MHC is DRB1_0901 with pseudo-sequence DRB1_0901. The binding affinity (normalized) is 0.399. (2) The MHC is HLA-DQA10102-DQB10602 with pseudo-sequence HLA-DQA10102-DQB10602. The peptide sequence is CGMFTNRSGSQQ. The binding affinity (normalized) is 0. (3) The peptide sequence is MASSSSVLLVVVLFA. The MHC is HLA-DQA10201-DQB10202 with pseudo-sequence HLA-DQA10201-DQB10202. The binding affinity (normalized) is 0.184. (4) The peptide sequence is EFIAKVRSHAAIGAY. The MHC is HLA-DQA10501-DQB10302 with pseudo-sequence HLA-DQA10501-DQB10302. The binding affinity (normalized) is 0.489. (5) The peptide sequence is FQEFMIVPSGAPSFT. The MHC is DRB1_0901 with pseudo-sequence DRB1_0901. The binding affinity (normalized) is 0.969. (6) The binding affinity (normalized) is 0.146. The peptide sequence is VKGDPVGILYAVFKA. The MHC is DRB1_0301 with pseudo-sequence DRB1_0301.